Dataset: Reaction yield outcomes from USPTO patents with 853,638 reactions. Task: Predict the reaction yield, written as a fraction of the theoretical maximum amount of product (1.0 means a 100% yield; for example, 0.34 means a 34% yield). (1) The reactants are [N:1]([CH2:4]/[CH:5]=[CH:6]/[C:7]([O:9][CH3:10])=[O:8])=[N+:2]=[N-:3].[S:11]1C=CC=C1CC(O)=O.CCN(C(C)C)C(C)C.C1C[O:32][CH2:31][CH2:30]1. No catalyst specified. The product is [C:31]([S:11][CH:5]([CH2:4][N:1]=[N+:2]=[N-:3])[CH2:6][C:7]([O:9][CH3:10])=[O:8])(=[O:32])[CH3:30]. The yield is 0.810. (2) The reactants are [CH3:1][O:2][C:3]1[CH:4]=[C:5](B2OC(C)(C)C(C)(C)O2)[CH:6]=[C:7]2[C:12]=1[O:11][CH:10]([C:13]([F:16])([F:15])[F:14])[C:9]([C:17]([O:19][CH2:20][CH3:21])=[O:18])=[CH:8]2.[OH:31]O.[OH-].[Na+].Cl. The catalyst is C1COCC1.O. The product is [OH:31][C:5]1[CH:6]=[C:7]2[C:12](=[C:3]([O:2][CH3:1])[CH:4]=1)[O:11][CH:10]([C:13]([F:14])([F:16])[F:15])[C:9]([C:17]([O:19][CH2:20][CH3:21])=[O:18])=[CH:8]2. The yield is 0.650. (3) The reactants are Br[C:2]1[CH:7]=[CH:6][CH:5]=[CH:4][N:3]=1.[CH2:8]([C:12]1[O:13][C:14]2[C:20]([OH:21])=[CH:19][CH:18]=[CH:17][C:15]=2[N:16]=1)[CH2:9][C:10]#[CH:11]. No catalyst specified. The product is [N:3]1[CH:4]=[CH:5][CH:6]=[CH:7][C:2]=1[C:11]#[C:10][CH2:9][CH2:8][C:12]1[O:13][C:14]2[C:20]([OH:21])=[CH:19][CH:18]=[CH:17][C:15]=2[N:16]=1. The yield is 0.0500.